From a dataset of Catalyst prediction with 721,799 reactions and 888 catalyst types from USPTO. Predict which catalyst facilitates the given reaction. (1) Reactant: [N:1]1([C:7]2[CH:16]=[CH:15][C:14]3[C:9](=[CH:10][CH:11]=[CH:12][CH:13]=3)[N:8]=2)[CH2:6][CH2:5][NH:4][CH2:3][CH2:2]1.[OH-].[Na+].Br[CH2:20][CH2:21][CH2:22][Cl:23].C(OCC)C. Product: [Cl:23][CH2:22][CH2:21][CH2:20][N:4]1[CH2:3][CH2:2][N:1]([C:7]2[CH:16]=[CH:15][C:14]3[C:9](=[CH:10][CH:11]=[CH:12][CH:13]=3)[N:8]=2)[CH2:6][CH2:5]1. The catalyst class is: 95. (2) Reactant: [Br:1][C:2]1[CH:10]=[CH:9][CH:8]=[C:7]([O:11][CH3:12])[C:3]=1[C:4]([OH:6])=[O:5].[C:13]([O-])([O-])=O.[K+].[K+].CI. Product: [Br:1][C:2]1[CH:10]=[CH:9][CH:8]=[C:7]([O:11][CH3:12])[C:3]=1[C:4]([O:6][CH3:13])=[O:5]. The catalyst class is: 3. (3) Reactant: [NH2:1][C:2]1[C:7]([CH:8]=[O:9])=[C:6](Cl)[N:5]=[CH:4][CH:3]=1.C(N(CC)CC)C.[NH:18]1[CH2:23][CH2:22][O:21][CH2:20][CH2:19]1.O. Product: [NH2:1][C:2]1[C:7]([CH:8]=[O:9])=[C:6]([N:18]2[CH2:23][CH2:22][O:21][CH2:20][CH2:19]2)[N:5]=[CH:4][CH:3]=1. The catalyst class is: 3. (4) Reactant: [CH3:1][O:2][C:3]1[N:8]=[CH:7][C:6]([CH:9]=[O:10])=[CH:5][CH:4]=1.C([O-])(=O)C.[Na+].[Br:16]Br. Product: [Br:16][C:4]1[CH:5]=[C:6]([CH:9]=[O:10])[CH:7]=[N:8][C:3]=1[O:2][CH3:1]. The catalyst class is: 15. (5) Reactant: [CH3:1][N:2]1[CH:6]=[C:5]([N:7]2[CH:12]=[CH:11][C:10](=[O:13])[C:9]([CH2:14][O:15][C:16]3[CH:17]=[C:18]4[C:23](=[CH:24][CH:25]=3)[N:22]=[CH:21][C:20]([O:26]COCC[Si](C)(C)C)=[CH:19]4)=[N:8]2)[CH:4]=[N:3]1.[ClH:35]. Product: [Cl-:35].[OH:26][C:20]1[CH:21]=[NH+:22][C:23]2[C:18]([CH:19]=1)=[CH:17][C:16]([O:15][CH2:14][C:9]1[C:10](=[O:13])[CH:11]=[CH:12][N:7]([C:5]3[CH:4]=[N:3][N:2]([CH3:1])[CH:6]=3)[N:8]=1)=[CH:25][CH:24]=2. The catalyst class is: 14. (6) Reactant: [B:1]1(B2OC(C)(C)C(C)(C)O2)[O:5]C(C)(C)C(C)(C)[O:2]1.CC([O-])=O.[K+].C(Cl)Cl.Br[C:28]1[CH:29]=[C:30]2[C:35](=[CH:36][C:37]=1[O:38][CH2:39][CH3:40])[N:34]=[C:33]([CH3:41])[C:32]([CH3:42])=[N:31]2. Product: [CH2:39]([O:38][C:37]1[CH:36]=[C:35]2[C:30]([N:31]=[C:32]([CH3:42])[C:33]([CH3:41])=[N:34]2)=[CH:29][C:28]=1[B:1]([OH:5])[OH:2])[CH3:40]. The catalyst class is: 75. (7) Reactant: [Cl:1][C:2]1[CH:50]=[CH:49][C:5]([CH2:6][NH:7][C:8](=[O:48])[CH2:9][C@@H:10]2[CH2:21][CH:20]=[CH:19][CH2:18][C@@H:17]([NH:22]C(=O)OCC3C4C=CC=CC=4C4C3=CC=CC=4)[C:16](=[O:40])[O:15][C@H:14]([C:41]3[CH:46]=[CH:45][CH:44]=[CH:43][CH:42]=3)[CH2:13][NH:12][C:11]2=[O:47])=[CH:4][CH:3]=1.N1CCCCC1. Product: [NH2:22][C@H:17]1[C:16](=[O:40])[O:15][C@H:14]([C:41]2[CH:46]=[CH:45][CH:44]=[CH:43][CH:42]=2)[CH2:13][NH:12][C:11](=[O:47])[C@H:10]([CH2:9][C:8]([NH:7][CH2:6][C:5]2[CH:49]=[CH:50][C:2]([Cl:1])=[CH:3][CH:4]=2)=[O:48])[CH2:21][CH:20]=[CH:19][CH2:18]1. The catalyst class is: 3. (8) Reactant: [CH3:1][O:2][C:3]1[CH:4]=[C:5]2[C:10](=[CH:11][C:12]=1[O:13][CH3:14])[N:9]=[CH:8][CH:7]=[C:6]2[O:15][C:16]1[C:22]([CH3:23])=[CH:21][C:19]([NH2:20])=[C:18]([CH3:24])[CH:17]=1.ClC(Cl)(O[C:29](=[O:35])[O:30][C:31](Cl)(Cl)Cl)Cl.[Cl:37][C:38]1[CH:39]=[C:40](CO)[CH:41]=[CH:42][CH:43]=1.C(=O)(O)[O-].[Na+]. Product: [CH3:1][O:2][C:3]1[CH:4]=[C:5]2[C:10](=[CH:11][C:12]=1[O:13][CH3:14])[N:9]=[CH:8][CH:7]=[C:6]2[O:15][C:16]1[C:22]([CH3:23])=[CH:21][C:19]([NH:20][C:29](=[O:35])[O:30][CH2:31][C:42]2[CH:41]=[CH:40][CH:39]=[C:38]([Cl:37])[CH:43]=2)=[C:18]([CH3:24])[CH:17]=1. The catalyst class is: 208. (9) Reactant: [I:1][C:2]1[CH:7]=[C:6]([CH3:8])[C:5]([CH3:9])=[CH:4][C:3]=1[OH:10].Cl[C:12]1[C:21]2[C:16](=[CH:17][C:18]([O:24][CH3:25])=[C:19]([O:22][CH3:23])[CH:20]=2)[N:15]=[CH:14][CH:13]=1. Product: [I:1][C:2]1[CH:7]=[C:6]([CH3:8])[C:5]([CH3:9])=[CH:4][C:3]=1[O:10][C:12]1[C:21]2[C:16](=[CH:17][C:18]([O:24][CH3:25])=[C:19]([O:22][CH3:23])[CH:20]=2)[N:15]=[CH:14][CH:13]=1. The catalyst class is: 420. (10) Reactant: [CH3:1][C:2]1[NH:3][C:4]2[C:9]([C:10]=1[C:11]([O:13][CH2:14][CH3:15])=[O:12])=[CH:8][CH:7]=[CH:6][CH:5]=2.[H-].[Na+].Br[CH:19]([C:21]1[CH:26]=[CH:25][C:24]([Cl:27])=[CH:23][CH:22]=1)[CH3:20]. Product: [Cl:27][C:24]1[CH:25]=[CH:26][C:21]([CH:19]([N:3]2[C:4]3[C:9](=[CH:8][CH:7]=[CH:6][CH:5]=3)[C:10]([C:11]([O:13][CH2:14][CH3:15])=[O:12])=[C:2]2[CH3:1])[CH3:20])=[CH:22][CH:23]=1. The catalyst class is: 18.